The task is: Predict the reactants needed to synthesize the given product.. This data is from Full USPTO retrosynthesis dataset with 1.9M reactions from patents (1976-2016). (1) Given the product [C:11]1([N:17]2[C:21]3[CH:22]=[N:23][CH:24]=[CH:25][C:20]=3[N:19]=[C:18]2[C:28](=[O:30])[CH3:29])[CH:16]=[CH:15][CH:14]=[CH:13][CH:12]=1, predict the reactants needed to synthesize it. The reactants are: [Li+].C[Si]([N-][Si](C)(C)C)(C)C.[C:11]1([N:17]2[C:21]3[CH:22]=[N:23][CH:24]=[CH:25][C:20]=3[N:19]=[CH:18]2)[CH:16]=[CH:15][CH:14]=[CH:13][CH:12]=1.CN(C)[C:28](=[O:30])[CH3:29].[Cl-].[NH4+]. (2) The reactants are: C([O:3][C:4]([C@H:6]1[CH2:11][CH2:10][C@H:9]([O:12][C:13]2[N:14]=[N:15][CH:16]=[CH:17][CH:18]=2)[CH2:8][CH2:7]1)=[O:5])C.[OH-].[Na+]. Given the product [N:15]1[CH:16]=[CH:17][CH:18]=[C:13]([O:12][C@H:9]2[CH2:8][CH2:7][C@H:6]([C:4]([OH:5])=[O:3])[CH2:11][CH2:10]2)[N:14]=1, predict the reactants needed to synthesize it. (3) The reactants are: [F:1][C:2]1[CH:7]=[C:6]([F:8])[CH:5]=[CH:4][C:3]=1[N:9]1[C:13]([C:14]2[N:15]=[C:16]3[C:22]4[CH:23]=[C:24]([C:27](O)=[O:28])[CH:25]=[CH:26][C:21]=4[O:20][CH2:19][CH2:18][N:17]3[CH:30]=2)=[N:12][CH:11]=[N:10]1.[NH2:31][C:32]([CH3:36])([CH3:35])[CH2:33][OH:34]. Given the product [F:1][C:2]1[CH:7]=[C:6]([F:8])[CH:5]=[CH:4][C:3]=1[N:9]1[C:13]([C:14]2[N:15]=[C:16]3[C:22]4[CH:23]=[C:24]([C:27]([NH:31][C:32]([CH3:36])([CH3:35])[CH2:33][OH:34])=[O:28])[CH:25]=[CH:26][C:21]=4[O:20][CH2:19][CH2:18][N:17]3[CH:30]=2)=[N:12][CH:11]=[N:10]1, predict the reactants needed to synthesize it. (4) Given the product [CH3:20][N:21]([CH3:30])[C:22]1[CH:29]=[CH:28][C:25]([C:26]2[NH:1][C:2]3=[N:3][CH:4]=[CH:5][C:6]([NH:9][C@@H:10]4[C@@H:15]5[CH2:16][C@@H:12]([CH:13]=[CH:14]5)[C@@H:11]4[C:17]([NH2:19])=[O:18])=[C:7]3[N:8]=2)=[CH:24][CH:23]=1, predict the reactants needed to synthesize it. The reactants are: [NH2:1][C:2]1[C:7]([NH2:8])=[C:6]([NH:9][C@@H:10]2[C@@H:15]3[CH2:16][C@@H:12]([CH:13]=[CH:14]3)[C@@H:11]2[C:17]([NH2:19])=[O:18])[CH:5]=[CH:4][N:3]=1.[CH3:20][N:21]([CH3:30])[C:22]1[CH:29]=[CH:28][C:25]([CH:26]=O)=[CH:24][CH:23]=1. (5) Given the product [CH3:23][C:2]1([CH3:1])[O:6][CH:5]([C:7]2[N:12]=[CH:11][C:10]([NH:13][C:14]([NH:38][CH2:37][C:36]3[C:31]([N:28]4[CH2:29][CH2:30][CH:25]([CH3:24])[CH2:26][CH2:27]4)=[N:32][C:33]([C:39]([F:42])([F:40])[F:41])=[CH:34][CH:35]=3)=[O:22])=[CH:9][CH:8]=2)[CH2:4][O:3]1, predict the reactants needed to synthesize it. The reactants are: [CH3:1][C:2]1([CH3:23])[O:6][CH:5]([C:7]2[N:12]=[CH:11][C:10]([NH:13][C:14](=[O:22])OC3C=CC=CC=3)=[CH:9][CH:8]=2)[CH2:4][O:3]1.[CH3:24][CH:25]1[CH2:30][CH2:29][N:28]([C:31]2[C:36]([CH2:37][NH2:38])=[CH:35][CH:34]=[C:33]([C:39]([F:42])([F:41])[F:40])[N:32]=2)[CH2:27][CH2:26]1. (6) Given the product [CH2:1]([O:5][S:16]([CH3:15])(=[O:18])=[O:17])[CH2:2][CH2:3][CH3:4], predict the reactants needed to synthesize it. The reactants are: [CH2:1]([OH:5])[CH2:2][CH2:3][CH3:4].C(N(C(C)C)CC)(C)C.[CH3:15][S:16](Cl)(=[O:18])=[O:17].